From a dataset of Reaction yield outcomes from USPTO patents with 853,638 reactions. Predict the reaction yield, written as a fraction of the theoretical maximum amount of product (1.0 means a 100% yield; for example, 0.34 means a 34% yield). (1) The reactants are C[C:2]([CH3:5])([O-:4])C.[Na+].S([O:12][CH3:13])(OC)(=O)=O.Cl.C([O-])(O)=O.[Na+].[O:20]1[CH2:24]C[CH2:22][CH2:21]1. The catalyst is O. The product is [CH3:24][O:20][C@H:21]1[C:13](=[O:12])[CH2:5][CH2:2][O:4][CH2:22]1. The yield is 0.710. (2) The reactants are [Cl:1][C:2]1[C:11]2[NH:10][C:9](=[O:12])[C:8]3[S:13][CH:14]=[CH:15][C:7]=3[C:6]=2[C:5]([C:16]2[CH:21]=[CH:20][C:19]([C@H:22]([NH:25]C(=O)OC(C)(C)C)[CH2:23][CH3:24])=[CH:18][CH:17]=2)=[C:4]([O:33]C)[CH:3]=1.BrB(Br)Br. No catalyst specified. The product is [ClH:1].[NH2:25][C@@H:22]([C:19]1[CH:18]=[CH:17][C:16]([C:5]2[C:6]3[C:7]4[CH:15]=[CH:14][S:13][C:8]=4[C:9](=[O:12])[NH:10][C:11]=3[C:2]([Cl:1])=[CH:3][C:4]=2[OH:33])=[CH:21][CH:20]=1)[CH2:23][CH3:24]. The yield is 0.870. (3) The reactants are [Br:1][CH2:2][CH2:3][CH2:4][CH2:5][C:6]([OH:8])=[O:7].[CH2:9](O)[C:10]1[CH:15]=[CH:14][CH:13]=[CH:12][CH:11]=1. The catalyst is C1(C)C=CC=CC=1.C1(C)C=CC(S(O)(=O)=O)=CC=1. The product is [Br:1][CH2:2][CH2:3][CH2:4][CH2:5][C:6]([O:8][CH2:9][C:10]1[CH:15]=[CH:14][CH:13]=[CH:12][CH:11]=1)=[O:7]. The yield is 0.960. (4) The reactants are [H-].[H-].[H-].[H-].[Li+].[Al+3].N1(CC2C=CC(O)=CC=2)CCCC1.[CH2:20]([N:27]([CH3:35])[C:28]([CH:30]1[CH2:33][C:32](=[O:34])[CH2:31]1)=O)[C:21]1[CH:26]=[CH:25][CH:24]=[CH:23][CH:22]=1.[OH-].[Na+]. The catalyst is C1COCC1.O. The product is [CH2:20]([N:27]([CH2:28][C@@H:30]1[CH2:31][C@H:32]([OH:34])[CH2:33]1)[CH3:35])[C:21]1[CH:26]=[CH:25][CH:24]=[CH:23][CH:22]=1. The yield is 0.590. (5) The reactants are [CH2:1]([O:3][C:4]([CH:6]1[CH2:11][CH2:10][NH:9][CH2:8][CH2:7]1)=[O:5])[CH3:2].C(N(CC)CC)C.[C:19](Cl)(=[O:28])[O:20][CH2:21][C:22]1[CH:27]=[CH:26][CH:25]=[CH:24][CH:23]=1. The catalyst is O1CCCC1. The product is [CH2:1]([O:3][C:4]([CH:6]1[CH2:11][CH2:10][N:9]([C:19]([O:20][CH2:21][C:22]2[CH:27]=[CH:26][CH:25]=[CH:24][CH:23]=2)=[O:28])[CH2:8][CH2:7]1)=[O:5])[CH3:2]. The yield is 0.795. (6) The yield is 0.600. The reactants are CS(O[C@@H:6]1[C@@H:11]([CH3:12])[CH2:10][N:9]([C:13]2[CH:18]=[CH:17][N:16]=[CH:15][C:14]=2[N:19]([C:27]([O:29][C:30]([CH3:33])([CH3:32])[CH3:31])=[O:28])[C:20]([O:22][C:23]([CH3:26])([CH3:25])[CH3:24])=[O:21])[CH2:8][C@H:7]1[NH:34][C:35]([O:37][C:38]([CH3:41])([CH3:40])[CH3:39])=[O:36])(=O)=O.[N-:42]=[N+:43]=[N-:44].[Na+]. The product is [N:42]([C@H:6]1[C@@H:11]([CH3:12])[CH2:10][N:9]([C:13]2[CH:18]=[CH:17][N:16]=[CH:15][C:14]=2[N:19]([C:20]([O:22][C:23]([CH3:26])([CH3:25])[CH3:24])=[O:21])[C:27](=[O:28])[O:29][C:30]([CH3:33])([CH3:32])[CH3:31])[CH2:8][C@H:7]1[NH:34][C:35]([O:37][C:38]([CH3:41])([CH3:40])[CH3:39])=[O:36])=[N+:43]=[N-:44]. The catalyst is CN(C=O)C. (7) The yield is 0.0280. The catalyst is N1C=CC=CC=1. The product is [CH:5]12[CH2:8][CH2:9][CH:1]([CH2:7][CH2:6]1)[CH2:2][N:3]([C:10]1[N:15]=[C:14]([C:16]3[CH:25]=[CH:24][C:19]4[N:20]=[C:21]([NH:23][C:26](=[O:28])[CH3:27])[S:22][C:18]=4[CH:17]=3)[CH:13]=[N:12][CH:11]=1)[CH2:4]2. The reactants are [CH:1]12[CH2:9][CH2:8][CH:5]([CH2:6][CH2:7]1)[CH2:4][N:3]([C:10]1[N:15]=[C:14]([C:16]3[CH:25]=[CH:24][C:19]4[N:20]=[C:21]([NH2:23])[S:22][C:18]=4[CH:17]=3)[CH:13]=[N:12][CH:11]=1)[CH2:2]2.[C:26](OC(=O)C)(=[O:28])[CH3:27].[Al]. (8) The reactants are [OH:1][C:2]1[CH:12]=[CH:11][C:5]([C:6]([O:8][CH2:9]C)=[O:7])=[CH:4][CH:3]=1.[O:13]1[CH2:18][CH2:17][CH:16](O)[CH2:15][CH2:14]1.C1C=CC(P(C2C=CC=CC=2)C2C=CC=CC=2)=CC=1.CCOC(/N=N/C(OCC)=O)=O. The catalyst is C1COCC1.O. The product is [O:13]1[CH2:18][CH2:17][CH:16]([O:1][C:2]2[CH:12]=[CH:11][C:5]([C:6]([O:8][CH3:9])=[O:7])=[CH:4][CH:3]=2)[CH2:15][CH2:14]1. The yield is 0.450. (9) The reactants are Br[CH2:2][C:3]([NH:5][C:6]1[S:7][C:8]([C:16]([CH:18]2[CH2:23][CH2:22][O:21][CH2:20][CH2:19]2)=[O:17])=[C:9]([C:11]2[O:12][CH:13]=[CH:14][CH:15]=2)[N:10]=1)=[O:4].Cl.[CH3:25][O:26][CH:27]1[CH2:32][CH2:31][NH:30][CH2:29][CH2:28]1.C(N(CC)CC)C. The catalyst is C1COCC1. The product is [O:12]1[CH:13]=[CH:14][CH:15]=[C:11]1[C:9]1[N:10]=[C:6]([NH:5][C:3](=[O:4])[CH2:2][N:30]2[CH2:31][CH2:32][CH:27]([O:26][CH3:25])[CH2:28][CH2:29]2)[S:7][C:8]=1[C:16]([CH:18]1[CH2:23][CH2:22][O:21][CH2:20][CH2:19]1)=[O:17]. The yield is 0.740.